Dataset: Catalyst prediction with 721,799 reactions and 888 catalyst types from USPTO. Task: Predict which catalyst facilitates the given reaction. (1) Product: [OH:11][B:9]1[C:8]2[CH:12]=[C:13]([O:17][CH3:18])[CH:14]=[C:15]([CH3:16])[C:7]=2[C@@H:6]([CH2:5][C:4]([OH:19])=[O:3])[O:10]1. Reactant: C([O:3][C:4](=[O:19])[CH2:5][C@H:6]1[O:10][B:9]([OH:11])[C:8]2[CH:12]=[C:13]([O:17][CH3:18])[CH:14]=[C:15]([CH3:16])[C:7]1=2)C.[Li+].[OH-].Cl. The catalyst class is: 20. (2) Reactant: Br[C:2]1[C:6]2[C:7]([NH2:20])=[N:8][CH:9]=[C:10](/[CH:11]=[CH:12]/[CH:13]([O:17][CH2:18][CH3:19])[O:14][CH2:15][CH3:16])[C:5]=2[S:4][CH:3]=1.[O:21]([C:28]1[CH:33]=[CH:32][C:31](B(O)O)=[CH:30][CH:29]=1)[C:22]1[CH:27]=[CH:26][CH:25]=[CH:24][CH:23]=1.C(=O)([O-])[O-].[Na+].[Na+]. Product: [CH2:15]([O:14][CH:13]([O:17][CH2:18][CH3:19])/[CH:12]=[CH:11]/[C:10]1[C:5]2[S:4][CH:3]=[C:2]([C:31]3[CH:32]=[CH:33][C:28]([O:21][C:22]4[CH:27]=[CH:26][CH:25]=[CH:24][CH:23]=4)=[CH:29][CH:30]=3)[C:6]=2[C:7]([NH2:20])=[N:8][CH:9]=1)[CH3:16]. The catalyst class is: 108.